The task is: Predict the reaction yield, written as a fraction of the theoretical maximum amount of product (1.0 means a 100% yield; for example, 0.34 means a 34% yield).. This data is from Reaction yield outcomes from USPTO patents with 853,638 reactions. (1) The reactants are COC[O:4][C:5]1[CH:10]=[CH:9][C:8]([O:11][CH2:12][CH2:13][CH3:14])=[C:7]([O:15]COC)[C:6]=1[CH3:19].Cl.O. The catalyst is CO. The product is [CH3:19][C:6]1[C:7]([OH:15])=[C:8]([O:11][CH2:12][CH2:13][CH3:14])[CH:9]=[CH:10][C:5]=1[OH:4]. The yield is 0.990. (2) The reactants are [CH3:1][S:2]([O:5][CH2:6][C:7]([C:21]1[CH:26]=[CH:25][CH:24]=[C:23]([Br:27])[CH:22]=1)([C:14]1[CH:19]=[CH:18][CH:17]=[C:16]([Br:20])[CH:15]=1)[CH2:8]OS(C)(=O)=O)(=[O:4])=[O:3].CN1C(=O)N(C)CCC1.[N-:37]=[N+:38]=[N-:39].[Na+]. The catalyst is CCOC(C)=O. The product is [CH3:1][S:2]([O:5][CH2:6][C:7]([C:21]1[CH:26]=[CH:25][CH:24]=[C:23]([Br:27])[CH:22]=1)([C:14]1[CH:19]=[CH:18][CH:17]=[C:16]([Br:20])[CH:15]=1)[CH2:8][N:37]=[N+:38]=[N-:39])(=[O:4])=[O:3]. The yield is 0.400.